Dataset: Forward reaction prediction with 1.9M reactions from USPTO patents (1976-2016). Task: Predict the product of the given reaction. (1) Given the reactants CS([C:4]1[N:9]=[CH:8][C:7]2=[CH:10][CH:11]=[C:12]([C:13]3[CH:18]=[CH:17][CH:16]=[CH:15][C:14]=3[O:19][CH3:20])[N:6]2[N:5]=1)=O.[N:21]1([CH2:27][CH2:28][O:29][C:30]2[CH:35]=[CH:34][C:33]([NH2:36])=[CH:32][CH:31]=2)[CH2:26][CH2:25][O:24][CH2:23][CH2:22]1.COCC(O)C.C(N(CC)C(C)C)(C)C, predict the reaction product. The product is: [CH3:20][O:19][C:14]1[CH:15]=[CH:16][CH:17]=[CH:18][C:13]=1[C:12]1[N:6]2[C:7]([CH:8]=[N:9][C:4]([NH:36][C:33]3[CH:34]=[CH:35][C:30]([O:29][CH2:28][CH2:27][N:21]4[CH2:22][CH2:23][O:24][CH2:25][CH2:26]4)=[CH:31][CH:32]=3)=[N:5]2)=[CH:10][CH:11]=1. (2) Given the reactants [I:1][C:2]1[CH:9]=[CH:8][C:5]([CH:6]=O)=[C:4]([OH:10])[CH:3]=1.Cl[CH2:12][C:13]([C:15]1[CH:20]=[CH:19][C:18]([Cl:21])=[CH:17][C:16]=1[Cl:22])=[O:14].C([O-])([O-])=O.[K+].[K+], predict the reaction product. The product is: [Cl:22][C:16]1[CH:17]=[C:18]([Cl:21])[CH:19]=[CH:20][C:15]=1[C:13]([C:12]1[O:10][C:4]2[CH:3]=[C:2]([I:1])[CH:9]=[CH:8][C:5]=2[CH:6]=1)=[O:14]. (3) The product is: [C:1]([C:5]1[O:6][C:7]([C:10]2[C:14]([C:15]#[CH:16])=[C:13]([C:19]3[CH:20]=[CH:21][C:22]([Cl:25])=[CH:23][CH:24]=3)[N:12]([C:26]3[CH:31]=[CH:30][C:29]([Cl:32])=[CH:28][C:27]=3[Cl:33])[N:11]=2)=[N:8][N:9]=1)([CH3:4])([CH3:2])[CH3:3]. Given the reactants [C:1]([C:5]1[O:6][C:7]([C:10]2[C:14]([CH:15]=[C:16](Br)Br)=[C:13]([C:19]3[CH:24]=[CH:23][C:22]([Cl:25])=[CH:21][CH:20]=3)[N:12]([C:26]3[CH:31]=[CH:30][C:29]([Cl:32])=[CH:28][C:27]=3[Cl:33])[N:11]=2)=[N:8][N:9]=1)([CH3:4])([CH3:3])[CH3:2].C[Si]([N-][Si](C)(C)C)(C)C.[K+], predict the reaction product. (4) Given the reactants [Br:1][C:2]1[C:12]([Cl:13])=[CH:11][C:5]([C:6](OCC)=O)=[C:4]([CH3:14])[CH:3]=1.[OH-:15].[Li+].[O:17]1[CH2:21]CCC1, predict the reaction product. The product is: [Br:1][C:2]1[C:12]([Cl:13])=[CH:11][C:5]([CH2:6][C:21]([OH:17])=[O:15])=[C:4]([CH3:14])[CH:3]=1. (5) Given the reactants Br[C:2]1[N:3]=[C:4]2[S:10][C:9]([NH:11][C:12]([CH:14]3[CH2:16][CH2:15]3)=[O:13])=[N:8][C:5]2=[N:6][CH:7]=1.B([C:20]1[CH:28]=[CH:27][C:23]([C:24]([OH:26])=[O:25])=[CH:22][CH:21]=1)(O)O.C([O-])([O-])=O.[Na+].[Na+].C(P(C(C)(C)C)C1C=CC=CC=1C1C(C(C)C)=CC(C(C)C)=CC=1C(C)C)(C)(C)C, predict the reaction product. The product is: [CH:14]1([C:12]([NH:11][C:9]2[S:10][C:4]3[C:5]([N:8]=2)=[N:6][CH:7]=[C:2]([C:20]2[CH:28]=[CH:27][C:23]([C:24]([OH:26])=[O:25])=[CH:22][CH:21]=2)[N:3]=3)=[O:13])[CH2:16][CH2:15]1.